Predict the reactants needed to synthesize the given product. From a dataset of Full USPTO retrosynthesis dataset with 1.9M reactions from patents (1976-2016). (1) Given the product [Cl:31][C:32]1[CH:39]=[CH:38][C:35]([CH:36]=[C:23]2[CH2:24][CH2:19]2)=[CH:34][CH:33]=1, predict the reactants needed to synthesize it. The reactants are: [Br-].BrCCC[P+]([C:19]1[CH:24]=[CH:23]C=CC=1)(C1C=CC=CC=1)C1C=CC=CC=1.CC(C)([O-])C.[K+].[Cl:31][C:32]1[CH:39]=[CH:38][C:35]([CH:36]=O)=[CH:34][CH:33]=1. (2) Given the product [CH:6]1([N:9]2[CH:13]=[CH:12][CH:11]=[C:10]2[CH:17]=[O:18])[CH2:8][CH2:7]1, predict the reactants needed to synthesize it. The reactants are: O=P(Cl)(Cl)Cl.[CH:6]1([N:9]2[CH:13]=[CH:12][CH:11]=[CH:10]2)[CH2:8][CH2:7]1.CN([CH:17]=[O:18])C. (3) Given the product [CH2:1]([N:8]([CH3:25])[C:9]1[C:10]([NH2:22])=[CH:11][CH:12]=[C:13]([CH2:15][N:16]2[CH2:17][CH2:18][O:19][CH2:20][CH2:21]2)[CH:14]=1)[C:2]1[CH:3]=[CH:4][CH:5]=[CH:6][CH:7]=1, predict the reactants needed to synthesize it. The reactants are: [CH2:1]([N:8]([CH3:25])[C:9]1[CH:14]=[C:13]([CH2:15][N:16]2[CH2:21][CH2:20][O:19][CH2:18][CH2:17]2)[CH:12]=[CH:11][C:10]=1[N+:22]([O-])=O)[C:2]1[CH:7]=[CH:6][CH:5]=[CH:4][CH:3]=1.[H][H]. (4) The reactants are: [CH2:1]([N:5]1[C:13]2[N:12]=[CH:11][N:10]([CH2:14][CH:15]=[CH2:16])[C:9]=2[C:8](=[O:17])[N:7]([CH3:18])[C:6]1=[O:19])[CH2:2][CH2:3][CH3:4].[Li+].C[Si]([N-][Si](C)(C)C)(C)C.CN([CH:33]=[O:34])C. Given the product [CH2:1]([N:5]1[C:13]2[N:12]=[C:11]([CH:33]=[O:34])[N:10]([CH2:14][CH:15]=[CH2:16])[C:9]=2[C:8](=[O:17])[N:7]([CH3:18])[C:6]1=[O:19])[CH2:2][CH2:3][CH3:4], predict the reactants needed to synthesize it. (5) Given the product [CH3:1][C@@H:2]([NH:13][CH2:14][CH2:15][CH2:16][C:17]1[CH:18]=[CH:19][CH:20]=[C:21]([C:23]([F:24])([F:25])[F:26])[CH:22]=1)[C:3]1[CH:4]=[CH:5][CH:6]=[C:7]2[CH:12]=[CH:11][CH:10]=[CH:9][C:8]=12.[ClH:27], predict the reactants needed to synthesize it. The reactants are: [CH3:1][C@@H:2]([NH:13][CH2:14][CH2:15][CH2:16][C:17]1[CH:18]=[CH:19][CH:20]=[C:21]([C:23]([F:26])([F:25])[F:24])[CH:22]=1)[C:3]1[CH:4]=[CH:5][CH:6]=[C:7]2[CH:12]=[CH:11][CH:10]=[CH:9][C:8]=12.[ClH:27]. (6) Given the product [CH3:34][C:35]1([CH3:36])[CH2:28][CH2:26][N:25]([C:2]2[N:7]3[N:8]=[C:9]([C:11]4[CH:16]=[CH:15][CH:14]=[CH:13][CH:12]=4)[N:10]=[C:6]3[N:5]=[C:4]([CH3:17])[C:3]=2[CH2:18][C:19]([O:21][CH3:22])=[O:20])[CH2:29][CH2:31]1, predict the reactants needed to synthesize it. The reactants are: Cl[C:2]1[N:7]2[N:8]=[C:9]([C:11]3[CH:16]=[CH:15][CH:14]=[CH:13][CH:12]=3)[N:10]=[C:6]2[N:5]=[C:4]([CH3:17])[C:3]=1[CH2:18][C:19]([O:21][CH3:22])=[O:20].CC[N:25]([CH:29]([CH3:31])C)[CH:26]([CH3:28])C.CN1C(=O)[CH2:36][CH2:35][CH2:34]1. (7) Given the product [NH2:13][C:12]1[N:8]([CH2:7][CH2:6][OH:5])[N:9]=[CH:10][C:11]=1[NH:14][CH:22]=[O:24], predict the reactants needed to synthesize it. The reactants are: S([O:5][CH2:6][CH2:7][N:8]1[C:12]([NH2:13])=[C:11]([NH2:14])[CH:10]=[N:9]1)(O)(=O)=O.C(N(CC)CC)C.[C:22](OC(=O)C)(=[O:24])C.C(O)=O. (8) Given the product [F:6][C:7]1[CH:12]=[C:11]([F:13])[CH:10]=[CH:9][C:8]=1[N:14]1[C:15](=[O:25])[C:16]2[CH:17]=[CH:18][C:19]([O:22][CH3:23])=[CH:20][C:5]=2[O:4][C:2]1=[O:3], predict the reactants needed to synthesize it. The reactants are: Cl[C:2]([O:4][CH3:5])=[O:3].[F:6][C:7]1[CH:12]=[C:11]([F:13])[CH:10]=[CH:9][C:8]=1[NH:14][C:15](=[O:25])[C:16]1C=[CH:20][C:19]([O:22][CH3:23])=[CH:18][C:17]=1O.Cl.